Dataset: Reaction yield outcomes from USPTO patents with 853,638 reactions. Task: Predict the reaction yield, written as a fraction of the theoretical maximum amount of product (1.0 means a 100% yield; for example, 0.34 means a 34% yield). (1) The reactants are Br[CH2:2][C:3]1[CH:8]=[CH:7][C:6]([C:9]2[CH:10]=[C:11]([C:21]([NH:23][CH2:24][C:25]3[C:26](=[O:33])[NH:27][C:28]([CH3:32])=[CH:29][C:30]=3[CH3:31])=[O:22])[C:12]3[CH:17]=[N:16][N:15]([CH:18]([CH3:20])[CH3:19])[C:13]=3[N:14]=2)=[CH:5][CH:4]=1.[CH3:34][N:35]1[CH2:40][CH2:39][NH:38][CH2:37][CH2:36]1.O.CCOC(C)=O. The catalyst is CN(C=O)C. The product is [CH3:31][C:30]1[CH:29]=[C:28]([CH3:32])[NH:27][C:26](=[O:33])[C:25]=1[CH2:24][NH:23][C:21]([C:11]1[C:12]2[CH:17]=[N:16][N:15]([CH:18]([CH3:20])[CH3:19])[C:13]=2[N:14]=[C:9]([C:6]2[CH:5]=[CH:4][C:3]([CH2:2][N:38]3[CH2:39][CH2:40][N:35]([CH3:34])[CH2:36][CH2:37]3)=[CH:8][CH:7]=2)[CH:10]=1)=[O:22]. The yield is 0.0500. (2) The catalyst is C1COCC1. The reactants are [CH2:1]([N:4]1[CH:8]=[C:7]([Br:9])[C:6]([C:10]#[N:11])=[N:5]1)[CH:2]=[CH2:3].C([N-]C(C)C)(C)C.[Li+].[F:20][C:21]([F:41])([F:40])[C:22]([C:24]1[CH:25]=[C:26]2[C:30](=[CH:31][CH:32]=1)[N:29]([C:33]1[CH:38]=[CH:37][C:36]([F:39])=[CH:35][CH:34]=1)[N:28]=[CH:27]2)=[O:23]. The yield is 0.820. The product is [CH2:1]([N:4]1[C:8]([C:22]([C:24]2[CH:25]=[C:26]3[C:30](=[CH:31][CH:32]=2)[N:29]([C:33]2[CH:38]=[CH:37][C:36]([F:39])=[CH:35][CH:34]=2)[N:28]=[CH:27]3)([OH:23])[C:21]([F:40])([F:20])[F:41])=[C:7]([Br:9])[C:6]([C:10]#[N:11])=[N:5]1)[CH:2]=[CH2:3]. (3) The reactants are Br[CH2:2][C:3]1[NH:8][C:7]([C:9]2[S:10][CH:11]=[CH:12][N:13]=2)=[N:6][CH:5]([C:14]2[CH:19]=[CH:18][CH:17]=[CH:16][C:15]=2[C:20]([F:23])([F:22])[F:21])[C:4]=1[C:24]([O:26][CH2:27][CH3:28])=[O:25].Cl.[NH:30]1[CH2:35][CH2:34][O:33][CH2:32][CH:31]1[C:36]([OH:38])=[O:37].C(=O)([O-])[O-].[K+].[K+]. The catalyst is C(O)C. The product is [CH2:27]([O:26][C:24]([C:4]1[CH:5]([C:14]2[CH:19]=[CH:18][CH:17]=[CH:16][C:15]=2[C:20]([F:23])([F:22])[F:21])[N:6]=[C:7]([C:9]2[S:10][CH:11]=[CH:12][N:13]=2)[NH:8][C:3]=1[CH2:2][N:30]1[CH2:35][CH2:34][O:33][CH2:32][CH:31]1[C:36]([OH:38])=[O:37])=[O:25])[CH3:28]. The yield is 0.500. (4) The yield is 0.990. The reactants are [I:1][C:2]1[CH:3]=[C:4]([CH:8]=[C:9]([N+:11]([O-:13])=[O:12])[CH:10]=1)[C:5]([OH:7])=[O:6].O=S(Cl)Cl.[CH3:18]O. No catalyst specified. The product is [CH3:18][O:6][C:5](=[O:7])[C:4]1[CH:8]=[C:9]([N+:11]([O-:13])=[O:12])[CH:10]=[C:2]([I:1])[CH:3]=1. (5) The reactants are [Cl:1][C:2]1[CH:10]=[CH:9][C:5]([C:6]([NH2:8])=O)=[C:4]([O:11][CH:12]2[CH2:16][CH2:15][CH2:14][CH2:13]2)[N:3]=1.N1C=CC=CC=1.P(Cl)(Cl)(Cl)=O. The catalyst is C(#N)C. The product is [Cl:1][C:2]1[CH:10]=[CH:9][C:5]([C:6]#[N:8])=[C:4]([O:11][CH:12]2[CH2:13][CH2:14][CH2:15][CH2:16]2)[N:3]=1. The yield is 0.940. (6) The reactants are [CH2:1]([N:8]([CH2:20][CH2:21][CH2:22][CH2:23][CH2:24][CH3:25])[C:9](=[O:19])[CH2:10][CH2:11][C:12]1[CH:17]=[CH:16][C:15]([OH:18])=[CH:14][CH:13]=1)[C:2]1[CH:7]=[CH:6][CH:5]=[CH:4][CH:3]=1.Br[CH2:27][C:28]1[CH:37]=[CH:36][CH:35]=[CH:34][C:29]=1[C:30]([O:32][CH3:33])=[O:31].C(=O)([O-])[O-].[K+].[K+]. The catalyst is C(#N)C. The product is [CH2:1]([N:8]([CH2:20][CH2:21][CH2:22][CH2:23][CH2:24][CH3:25])[C:9](=[O:19])[CH2:10][CH2:11][C:12]1[CH:13]=[CH:14][C:15]([O:18][CH2:27][C:28]2[CH:37]=[CH:36][CH:35]=[CH:34][C:29]=2[C:30]([O:32][CH3:33])=[O:31])=[CH:16][CH:17]=1)[C:2]1[CH:3]=[CH:4][CH:5]=[CH:6][CH:7]=1. The yield is 0.340. (7) The reactants are [F:1][C:2]([F:35])([F:34])[C:3]1[CH:4]=[C:5]([C@H:13]([N:15]([CH3:33])[C:16]([N:18]2[CH2:23][CH2:22][C:21](=O)[CH2:20][C@@H:19]2[C:25]2[CH:30]=[CH:29][C:28]([F:31])=[CH:27][C:26]=2[CH3:32])=[O:17])[CH3:14])[CH:6]=[C:7]([C:9]([F:12])([F:11])[F:10])[CH:8]=1.[CH3:36][C:37]([S@:40]([NH2:42])=[O:41])([CH3:39])[CH3:38]. The catalyst is C1COCC1.C(Cl)Cl.[Cl-].[Na+].O.[O-]CC.[Ti+4].[O-]CC.[O-]CC.[O-]CC. The product is [F:12][C:9]([F:11])([F:10])[C:7]1[CH:6]=[C:5]([C@H:13]([N:15]([CH3:33])[C:16]([N:18]2[CH2:23][CH2:22][C:21](=[N:42][S:40]([C:37]([CH3:39])([CH3:38])[CH3:36])=[O:41])[CH2:20][C@@H:19]2[C:25]2[CH:30]=[CH:29][C:28]([F:31])=[CH:27][C:26]=2[CH3:32])=[O:17])[CH3:14])[CH:4]=[C:3]([C:2]([F:34])([F:1])[F:35])[CH:8]=1. The yield is 0.450. (8) The reactants are [F:1][C:2]([F:14])([F:13])[C:3]1[CH:4]=[C:5]([CH2:9][C:10]([OH:12])=[O:11])[CH:6]=[CH:7][CH:8]=1.C([Li])CCC.Br[CH2:21][CH2:22][CH2:23][Cl:24]. The catalyst is C1COCC1. The product is [Cl:24][CH2:23][CH2:22][CH2:21][CH:9]([C:5]1[CH:6]=[CH:7][CH:8]=[C:3]([C:2]([F:13])([F:14])[F:1])[CH:4]=1)[C:10]([OH:12])=[O:11]. The yield is 0.270. (9) The reactants are [CH3:1][CH2:2][O:3][C:4]([C:6]1[N:7]([C:18]([O:20][C:21]([CH3:24])([CH3:23])[CH3:22])=[O:19])[C:8]2[C:13]([CH:14]=1)=[CH:12][C:11]([Cl:15])=[CH:10][C:9]=2[CH2:16]Br)=[O:5].[C-:25]#[N:26].[Na+].[Cl-].[NH4+]. The catalyst is CS(C)=O. The product is [CH3:1][CH2:2][O:3][C:4]([C:6]1[N:7]([C:18]([O:20][C:21]([CH3:24])([CH3:23])[CH3:22])=[O:19])[C:8]2[C:13]([CH:14]=1)=[CH:12][C:11]([Cl:15])=[CH:10][C:9]=2[CH2:16][C:25]#[N:26])=[O:5]. The yield is 0.360.